Task: Regression/Classification. Given a drug SMILES string, predict its absorption, distribution, metabolism, or excretion properties. Task type varies by dataset: regression for continuous measurements (e.g., permeability, clearance, half-life) or binary classification for categorical outcomes (e.g., BBB penetration, CYP inhibition). Dataset: cyp1a2_veith.. Dataset: CYP1A2 inhibition data for predicting drug metabolism from PubChem BioAssay (1) The compound is CC[C@H](CO)NC(=O)[C@@H]1C=C2c3cccc4[nH]cc(c34)C[C@@H]2N(C)C1. The result is 0 (non-inhibitor). (2) The compound is COC(=O)c1sccc1NC(=O)CN(C)NS(=O)(=O)c1ccc(F)cc1. The result is 1 (inhibitor). (3) The molecule is COc1ccc(CNc2cc(-c3cccc(C#N)c3)ncn2)c(OC)c1. The result is 1 (inhibitor). (4) The drug is O=C(C[C@H](c1ccccc1)c1c(O)c2ccccc2oc1=O)c1ccccc1. The result is 0 (non-inhibitor). (5) The drug is Nc1ncnc2c1ncn2C[C@@H](O)C(=O)O. The result is 0 (non-inhibitor). (6) The molecule is C/C(O)=C(/C#N)C(=O)Nc1cc(Br)ccc1Br. The result is 1 (inhibitor). (7) The compound is CCOC(=O)N1CCN(S(=O)(=O)c2ccc3[nH]cc(C(=O)O)c(=O)c3c2)CC1. The result is 0 (non-inhibitor).